From a dataset of Reaction yield outcomes from USPTO patents with 853,638 reactions. Predict the reaction yield, written as a fraction of the theoretical maximum amount of product (1.0 means a 100% yield; for example, 0.34 means a 34% yield). (1) The reactants are Br[C:2]1[CH:27]=[CH:26][C:5]2[N:6]([CH:19]([CH2:24][CH3:25])[C:20]([O:22]C)=[O:21])[C:7](=[N:9][C:10](=[O:18])[C:11]3[CH:16]=[CH:15][C:14]([CH3:17])=[CH:13][CH:12]=3)[S:8][C:4]=2[CH:3]=1.[F:28][C:29]1[C:34]([F:35])=[CH:33][CH:32]=[CH:31][C:30]=1B(O)O.P([O-])([O-])([O-])=O.[K+].[K+].[K+]. The catalyst is CN(C)C=O.C1C=CC([P]([Pd]([P](C2C=CC=CC=2)(C2C=CC=CC=2)C2C=CC=CC=2)([P](C2C=CC=CC=2)(C2C=CC=CC=2)C2C=CC=CC=2)[P](C2C=CC=CC=2)(C2C=CC=CC=2)C2C=CC=CC=2)(C2C=CC=CC=2)C2C=CC=CC=2)=CC=1. The product is [F:28][C:29]1[C:34]([F:35])=[CH:33][CH:32]=[CH:31][C:30]=1[C:2]1[CH:27]=[CH:26][C:5]2[N:6]([CH:19]([CH2:24][CH3:25])[C:20]([OH:22])=[O:21])[C:7](=[N:9][C:10](=[O:18])[C:11]3[CH:16]=[CH:15][C:14]([CH3:17])=[CH:13][CH:12]=3)[S:8][C:4]=2[CH:3]=1. The yield is 0.150. (2) The reactants are [CH:1]1([CH2:7][NH:8][CH2:9][C:10]2[CH:15]=[CH:14][C:13]([F:16])=[CH:12][C:11]=2[F:17])[CH2:6][CH2:5][CH2:4][CH2:3][CH2:2]1.[CH2:18]([O:20][C@H:21]([C:34]([O:36][CH2:37][CH3:38])=[O:35])[CH2:22][C:23]1[CH:33]=[CH:32][C:26]([O:27][CH2:28][C:29](O)=[O:30])=[CH:25][CH:24]=1)[CH3:19].C(N(CC)C(C)C)(C)C.F[B-](F)(F)F.N1(OC(N(C)C)=[N+](C)C)C2C=CC=CC=2N=N1. The catalyst is C(Cl)Cl. The product is [CH:1]1([CH2:7][N:8]([CH2:9][C:10]2[CH:15]=[CH:14][C:13]([F:16])=[CH:12][C:11]=2[F:17])[C:29](=[O:30])[CH2:28][O:27][C:26]2[CH:25]=[CH:24][C:23]([CH2:22][C@H:21]([O:20][CH2:18][CH3:19])[C:34]([O:36][CH2:37][CH3:38])=[O:35])=[CH:33][CH:32]=2)[CH2:6][CH2:5][CH2:4][CH2:3][CH2:2]1. The yield is 0.570. (3) The reactants are [C:1]1(B(O)O)[CH:6]=[CH:5][CH:4]=[CH:3][CH:2]=1.Br[C:11]1[CH:12]=[CH:13][C:14]([F:20])=[C:15]([N+:17]([O-:19])=[O:18])[CH:16]=1.C(=O)([O-])[O-].[Na+].[Na+]. The catalyst is C1(C)C=CC=CC=1.C(O)C.C1C=CC([P]([Pd]([P](C2C=CC=CC=2)(C2C=CC=CC=2)C2C=CC=CC=2)([P](C2C=CC=CC=2)(C2C=CC=CC=2)C2C=CC=CC=2)[P](C2C=CC=CC=2)(C2C=CC=CC=2)C2C=CC=CC=2)(C2C=CC=CC=2)C2C=CC=CC=2)=CC=1. The product is [F:20][C:14]1[CH:13]=[CH:12][C:11]([C:1]2[CH:6]=[CH:5][CH:4]=[CH:3][CH:2]=2)=[CH:16][C:15]=1[N+:17]([O-:19])=[O:18]. The yield is 0.960. (4) The reactants are [CH2:1]([C:3]1[CH:8]=[CH:7][C:6](I)=[CH:5][C:4]=1[CH:10]1[C:16](=[O:17])[CH:15]2[CH2:18][CH:12]([CH2:13][CH2:14]2)[C:11]1=[O:19])[CH3:2].[Cl-].[Li+].C([Mg]Cl)(C)C.[B:27](OC)([O:30]C)[O:28]C. The catalyst is O1CCCC1.ClCCl. The product is [O:17]=[C:16]1[CH:10]([C:4]2[CH:5]=[C:6]([B:27]([OH:30])[OH:28])[CH:7]=[CH:8][C:3]=2[CH2:1][CH3:2])[C:11](=[O:19])[CH:12]2[CH2:18][CH:15]1[CH2:14][CH2:13]2. The yield is 0.900. (5) The reactants are [O:1]=[C:2]1[C:7]([CH2:8][C:9]2[CH:14]=[CH:13][C:12]([C:15]3[C:16]([C:21]#[N:22])=[CH:17][CH:18]=[CH:19][CH:20]=3)=[CH:11][CH:10]=2)=[C:6]([CH2:23][CH2:24][CH3:25])[N:5]2[N:26]=[CH:27][N:28]=[C:4]2[N:3]1[C@H:29]1[CH2:34][CH2:33][C@H:32]([O:35][CH2:36][C:37](=[O:39])[CH3:38])[CH2:31][CH2:30]1.[CH:40](N(CC)C(C)C)(C)C.FC(F)(F)S(O[Si:55]([C:58]([CH3:61])([CH3:60])[CH3:59])([CH3:57])[CH3:56])(=O)=O.C(=O)([O-])O.[Na+].C([Zn]CC)C.ClCI.[Cl-].[NH4+]. The catalyst is C(Cl)Cl. The product is [Si:55]([O:39][C:37]1([CH2:36][O:35][C@H:32]2[CH2:31][CH2:30][C@H:29]([N:3]3[C:2](=[O:1])[C:7]([CH2:8][C:9]4[CH:14]=[CH:13][C:12]([C:15]5[C:16]([C:21]#[N:22])=[CH:17][CH:18]=[CH:19][CH:20]=5)=[CH:11][CH:10]=4)=[C:6]([CH2:23][CH2:24][CH3:25])[N:5]4[N:26]=[CH:27][N:28]=[C:4]34)[CH2:34][CH2:33]2)[CH2:40][CH2:38]1)([C:58]([CH3:61])([CH3:60])[CH3:59])([CH3:57])[CH3:56]. The yield is 0.400.